Dataset: Full USPTO retrosynthesis dataset with 1.9M reactions from patents (1976-2016). Task: Predict the reactants needed to synthesize the given product. Given the product [C:1]([NH:4][C:5]1[N:9]([CH:10]2[CH2:15][CH2:14][CH2:13][N:12]([C:16]([O:18][CH2:19][C:20]3[CH:25]=[CH:24][CH:23]=[CH:22][CH:21]=3)=[O:17])[CH2:11]2)[N:8]=[C:7]([C:26]2[CH:31]=[CH:30][C:29]([CH2:72][C:71]3[CH:74]=[CH:75][C:68]([Cl:67])=[CH:69][CH:70]=3)=[CH:28][CH:27]=2)[C:6]=1[C:33]#[N:34])(=[O:3])[CH3:2], predict the reactants needed to synthesize it. The reactants are: [C:1]([NH:4][C:5]1[N:9]([CH:10]2[CH2:15][CH2:14][CH2:13][N:12]([C:16]([O:18][CH2:19][C:20]3[CH:25]=[CH:24][CH:23]=[CH:22][CH:21]=3)=[O:17])[CH2:11]2)[N:8]=[C:7]([C:26]2[CH:31]=[CH:30][C:29](I)=[CH:28][CH:27]=2)[C:6]=1[C:33]#[N:34])(=[O:3])[CH3:2].C1(P(C2CCCCC2)C2C=CC=CC=2C2C(OC)=CC=CC=2OC)CCCCC1.[Cl-].[Li+].[Cl-].[Cl:67][C:68]1[CH:75]=[CH:74][C:71]([CH2:72][Zn+])=[CH:70][CH:69]=1.